This data is from TCR-epitope binding with 47,182 pairs between 192 epitopes and 23,139 TCRs. The task is: Binary Classification. Given a T-cell receptor sequence (or CDR3 region) and an epitope sequence, predict whether binding occurs between them. (1) The epitope is FLPRVFSAV. The TCR CDR3 sequence is CASSLTGGAADTQYF. Result: 1 (the TCR binds to the epitope). (2) The epitope is SQASSRSSSR. The TCR CDR3 sequence is CSVEGEEDANYEQYF. Result: 0 (the TCR does not bind to the epitope). (3) The epitope is NLSALGIFST. The TCR CDR3 sequence is CASTSKKGINEQYF. Result: 1 (the TCR binds to the epitope). (4) The epitope is YVLDHLIVV. The TCR CDR3 sequence is CASSLGRELFF. Result: 0 (the TCR does not bind to the epitope).